From a dataset of Forward reaction prediction with 1.9M reactions from USPTO patents (1976-2016). Predict the product of the given reaction. (1) Given the reactants [N:1]1[CH:6]=[CH:5][CH:4]=[CH:3][C:2]=1[CH2:7][O:8][C:9]1[CH:18]=[C:17]([C:19]2[CH:20]=[C:21]([C:25]([O:27]CC)=O)[CH:22]=[N:23][CH:24]=2)[C:16]2[CH2:15][CH2:14][CH2:13][CH2:12][C:11]=2[N:10]=1.[CH3:30][NH2:31].CO, predict the reaction product. The product is: [CH3:30][NH:31][C:25]([C:21]1[CH:22]=[N:23][CH:24]=[C:19]([C:17]2[C:16]3[CH2:15][CH2:14][CH2:13][CH2:12][C:11]=3[N:10]=[C:9]([O:8][CH2:7][C:2]3[CH:3]=[CH:4][CH:5]=[CH:6][N:1]=3)[CH:18]=2)[CH:20]=1)=[O:27]. (2) The product is: [NH:31]1[C:32]2[C:37](=[CH:36][CH:35]=[CH:34][CH:33]=2)[C:29]([CH2:28][CH2:27][NH:26][CH2:22][CH2:21][C:18]2[CH:19]=[CH:20][C:15]([CH2:14][CH2:13][CH2:12][NH:11][C:9](=[O:10])[CH2:8][O:7][CH2:6][C:5]3[CH:24]=[CH:25][C:2]([F:1])=[CH:3][CH:4]=3)=[CH:16][CH:17]=2)=[CH:30]1. Given the reactants [F:1][C:2]1[CH:25]=[CH:24][C:5]([CH2:6][O:7][CH2:8][C:9]([NH:11][CH2:12][CH2:13][CH2:14][C:15]2[CH:20]=[CH:19][C:18]([CH2:21][CH:22]=O)=[CH:17][CH:16]=2)=[O:10])=[CH:4][CH:3]=1.[NH2:26][CH2:27][CH2:28][C:29]1[C:37]2[C:32](=[CH:33][CH:34]=[CH:35][CH:36]=2)[NH:31][CH:30]=1.[BH-](OC(C)=O)(OC(C)=O)OC(C)=O.[Na+].[BH4-].[Na+], predict the reaction product. (3) The product is: [Cl:1][C:2]1[C:12]2[O:11][CH2:10][CH:9]3[CH2:13][CH2:14][CH2:15][N:8]3[CH2:7][C:6]=2[CH:5]=[C:4]([S:16]([NH:24][C:23]2[CH:25]=[CH:26][CH:27]=[C:21]([Cl:20])[CH:22]=2)(=[O:18])=[O:17])[CH:3]=1. Given the reactants [Cl:1][C:2]1[C:12]2[O:11][CH2:10][CH:9]3[CH2:13][CH2:14][CH2:15][N:8]3[CH2:7][C:6]=2[CH:5]=[C:4]([S:16](Cl)(=[O:18])=[O:17])[CH:3]=1.[Cl:20][C:21]1[CH:22]=[C:23]([CH:25]=[CH:26][CH:27]=1)[NH2:24].N1C=CC=CC=1, predict the reaction product. (4) Given the reactants [CH3:1][C:2]1[CH:3]=[CH:4][C:5](=[O:8])[NH:6][CH:7]=1.Cl.Br[C:11]1[CH:16]=[CH:15][N:14]=[CH:13][CH:12]=1.C([O-])([O-])=O.[K+].[K+], predict the reaction product. The product is: [N:14]1[CH:15]=[CH:16][C:11]([N:6]2[CH:7]=[C:2]([CH3:1])[CH:3]=[CH:4][C:5]2=[O:8])=[CH:12][CH:13]=1. (5) Given the reactants [N:1]1[CH:6]=[CH:5][CH:4]=[CH:3][C:2]=1[C:7]([OH:9])=O.C(N(CC)C(C)C)(C)C.C1C=CC2N(O)N=NC=2C=1.C(Cl)CCl.[NH:33]1[C:37]2[CH:38]=[CH:39][CH:40]=[CH:41][C:36]=2[N:35]=[C:34]1[CH2:42][N:43]([CH:48]1[C:57]2[N:56]=[CH:55][CH:54]=[CH:53][C:52]=2[CH2:51][CH2:50][CH2:49]1)[CH2:44][CH2:45][CH2:46][NH2:47], predict the reaction product. The product is: [NH:33]1[C:37]2[CH:38]=[CH:39][CH:40]=[CH:41][C:36]=2[N:35]=[C:34]1[CH2:42][N:43]([CH:48]1[C:57]2[N:56]=[CH:55][CH:54]=[CH:53][C:52]=2[CH2:51][CH2:50][CH2:49]1)[CH2:44][CH2:45][CH2:46][NH:47][C:7]([C:2]1[CH:3]=[CH:4][CH:5]=[CH:6][N:1]=1)=[O:9]. (6) Given the reactants Br[CH:2]([CH2:9][CH3:10])[C:3](=[O:8])[C:4]([CH3:7])([CH3:6])[CH3:5].[CH3:11][O:12][C:13]([C:15]1[CH:24]=[CH:23][C:22]2[C:17](=[CH:18][CH:19]=[C:20]([C:25]([CH2:36][CH3:37])([C:28]3[CH:33]=[CH:32][C:31]([OH:34])=[C:30]([CH3:35])[CH:29]=3)[CH2:26][CH3:27])[CH:21]=2)[CH:16]=1)=[O:14].C([O-])([O-])=O.[K+].[K+], predict the reaction product. The product is: [CH3:11][O:12][C:13]([C:15]1[CH:24]=[CH:23][C:22]2[C:17](=[CH:18][CH:19]=[C:20]([C:25]([C:28]3[CH:33]=[CH:32][C:31]([O:34][CH:2]([CH2:9][CH3:10])[C:3](=[O:8])[C:4]([CH3:7])([CH3:6])[CH3:5])=[C:30]([CH3:35])[CH:29]=3)([CH2:36][CH3:37])[CH2:26][CH3:27])[CH:21]=2)[CH:16]=1)=[O:14]. (7) Given the reactants [C:1]([O:5][C:6](=[O:22])[NH:7][C:8]1[CH:13]=[C:12]([N:14]([CH3:16])[CH3:15])[C:11]([C:17]([F:20])([F:19])[F:18])=[CH:10][C:9]=1[NH2:21])([CH3:4])([CH3:3])[CH3:2].C([O:27][C:28](=O)[CH2:29][C:30]([C:32]1[CH:37]=[CH:36][CH:35]=[C:34]([C:38]2[N:39]([CH3:51])[N:40]=[CH:41][C:42]=2[CH2:43][O:44][CH:45]2[CH2:50][CH2:49][CH2:48][CH2:47][O:46]2)[CH:33]=1)=[O:31])(C)(C)C, predict the reaction product. The product is: [C:1]([O:5][C:6](=[O:22])[NH:7][C:8]1[CH:13]=[C:12]([N:14]([CH3:16])[CH3:15])[C:11]([C:17]([F:20])([F:19])[F:18])=[CH:10][C:9]=1[NH:21][C:28](=[O:27])[CH2:29][C:30]([C:32]1[CH:37]=[CH:36][CH:35]=[C:34]([C:38]2[N:39]([CH3:51])[N:40]=[CH:41][C:42]=2[CH2:43][O:44][CH:45]2[CH2:50][CH2:49][CH2:48][CH2:47][O:46]2)[CH:33]=1)=[O:31])([CH3:4])([CH3:2])[CH3:3].